Dataset: Forward reaction prediction with 1.9M reactions from USPTO patents (1976-2016). Task: Predict the product of the given reaction. (1) Given the reactants [F:1][C:2]1[CH:11]=[CH:10][CH:9]=[C:8]2[C:3]=1[CH:4]=[C:5]([C:16]([O:18]CC)=[O:17])[CH:6]([C:12]([F:15])([F:14])[F:13])[O:7]2.[OH-].[Li+].Cl, predict the reaction product. The product is: [F:1][C:2]1[CH:11]=[CH:10][CH:9]=[C:8]2[C:3]=1[CH:4]=[C:5]([C:16]([OH:18])=[O:17])[CH:6]([C:12]([F:15])([F:14])[F:13])[O:7]2. (2) The product is: [Cl:1][C:2]1[N:7]=[CH:6][N:5]=[C:4]([C:8]([NH:10][C:11]2[CH:16]=[CH:15][C:14]([S:17]([NH:23][CH2:24][CH2:25][C:26]([O:28][C:29]([CH3:32])([CH3:31])[CH3:30])=[O:27])(=[O:19])=[O:18])=[CH:13][C:12]=2[CH3:21])=[O:9])[CH:3]=1. Given the reactants [Cl:1][C:2]1[N:7]=[CH:6][N:5]=[C:4]([C:8]([NH:10][C:11]2[CH:16]=[CH:15][C:14]([S:17](Cl)(=[O:19])=[O:18])=[CH:13][C:12]=2[CH3:21])=[O:9])[CH:3]=1.Cl.[NH2:23][CH2:24][CH2:25][C:26]([O:28][C:29]([CH3:32])([CH3:31])[CH3:30])=[O:27].C(NC(C)C)(C)C, predict the reaction product. (3) Given the reactants [F:1][C:2]1[CH:7]=[CH:6][C:5]([C:8]#[CH:9])=[CH:4][CH:3]=1.[CH:10]([C@@H:12]1[N:16]([CH3:17])[C:15](=[O:18])[CH2:14][C@@H:13]1[C:19]1[CH:24]=[CH:23][CH:22]=[CH:21][CH:20]=1)=[O:11], predict the reaction product. The product is: [F:1][C:2]1[CH:7]=[CH:6][C:5]([C:8]#[C:9][C@H:10]([C@@H:12]2[N:16]([CH3:17])[C:15](=[O:18])[CH2:14][C@@H:13]2[C:19]2[CH:24]=[CH:23][CH:22]=[CH:21][CH:20]=2)[OH:11])=[CH:4][CH:3]=1.[F:1][C:2]1[CH:7]=[CH:6][C:5]([CH2:8][CH2:9][C@H:10]([C@@H:12]2[N:16]([CH3:17])[C:15](=[O:18])[CH2:14][C@@H:13]2[C:19]2[CH:24]=[CH:23][CH:22]=[CH:21][CH:20]=2)[OH:11])=[CH:4][CH:3]=1. (4) Given the reactants [OH-].[Na+].[C:3]([NH:6][C:7]1[S:8][C:9]([C:13]2[N:14]=[C:15]([C:18]([NH:20][C:21]3[CH:33]=[CH:32][C:24]4[O:25]C(C)(C)[O:27][C:28](=[O:29])[C:23]=4[CH:22]=3)=[O:19])[S:16][CH:17]=2)=[C:10]([CH3:12])[N:11]=1)(=[O:5])[CH3:4].Cl.O, predict the reaction product. The product is: [C:3]([NH:6][C:7]1[S:8][C:9]([C:13]2[N:14]=[C:15]([C:18]([NH:20][C:21]3[CH:33]=[CH:32][C:24]([OH:25])=[C:23]([CH:22]=3)[C:28]([OH:29])=[O:27])=[O:19])[S:16][CH:17]=2)=[C:10]([CH3:12])[N:11]=1)(=[O:5])[CH3:4]. (5) Given the reactants CO[C:3]1[C:4](=[O:22])[N:5]([CH2:13][C:14]2[CH:19]=[CH:18][C:17]([O:20][CH3:21])=[CH:16][CH:15]=2)[CH2:6][CH2:7][C:8]=1[C:9](=O)[CH2:10][CH3:11].Cl.Cl.[CH:25]1([NH:30][NH2:31])[CH2:29][CH2:28][CH2:27][CH2:26]1, predict the reaction product. The product is: [CH:25]1([N:30]2[C:3]3[C:4](=[O:22])[N:5]([CH2:13][C:14]4[CH:15]=[CH:16][C:17]([O:20][CH3:21])=[CH:18][CH:19]=4)[CH2:6][CH2:7][C:8]=3[C:9]([CH2:10][CH3:11])=[N:31]2)[CH2:29][CH2:28][CH2:27][CH2:26]1. (6) Given the reactants C([O:3][C:4](=O)[CH2:5][C:6]([CH:8]1[CH2:13][CH2:12][CH2:11][CH2:10][CH2:9]1)=[O:7])C.[H-].[Al+3].[Li+].[H-].[H-].[H-], predict the reaction product. The product is: [CH:8]1([CH:6]([OH:7])[CH2:5][CH2:4][OH:3])[CH2:13][CH2:12][CH2:11][CH2:10][CH2:9]1.